The task is: Predict the reactants needed to synthesize the given product.. This data is from Retrosynthesis with 50K atom-mapped reactions and 10 reaction types from USPTO. (1) Given the product Cc1nc(Cc2ccccc2N)n[nH]1, predict the reactants needed to synthesize it. The reactants are: Cc1nc(Cc2ccccc2[N+](=O)[O-])n[nH]1. (2) Given the product CC[C@H]1OC(=O)[C@H](C)[C@H](O[C@H]2C[C@@](C)(OC)[C@@H](O)[C@H](C)O2)[C@H](C)[C@@H](O[C@@H]2O[C@H](C)C[C@H](N(C)C)[C@H]2O)[C@](C)(O)C[C@@H](C)[C@H](N)[C@H](C)[C@@H](O)[C@]1(C)O, predict the reactants needed to synthesize it. The reactants are: CCOC(OCC)C(O)C(C)=O. (3) Given the product CCCCCCCCCCCC(=O)N[C@@H](CCC(N)=O)C(=O)O, predict the reactants needed to synthesize it. The reactants are: CCCCCCCCCCCC(=O)Cl.NC(=O)CC[C@H](N)C(=O)O. (4) Given the product Cc1csc2nc(Cl)nc(N3CCOC(CO)C3)c12, predict the reactants needed to synthesize it. The reactants are: Cc1csc2nc(Cl)nc(Cl)c12.OCC1CNCCO1. (5) Given the product N#Cc1ccccc1N1CCOCC1, predict the reactants needed to synthesize it. The reactants are: C1COCCN1.N#Cc1ccccc1F.